From a dataset of Full USPTO retrosynthesis dataset with 1.9M reactions from patents (1976-2016). Predict the reactants needed to synthesize the given product. (1) The reactants are: [Cl:1][S:2]([OH:5])(=O)=[O:3].[Cl:6][C:7]1[S:8][C:9]([Cl:13])=[CH:10][C:11]=1[Cl:12]. Given the product [Cl:13][C:9]1[S:8][C:7]([Cl:6])=[C:11]([Cl:12])[C:10]=1[S:2]([Cl:1])(=[O:5])=[O:3], predict the reactants needed to synthesize it. (2) Given the product [CH:47]([C:44]1[S:45][CH:46]=[C:42]([C:2]2[CH:3]=[C:4]3[C:8](=[C:9]([C:11]([NH2:13])=[O:12])[CH:10]=2)[NH:7][CH:6]=[C:5]3[CH:14]2[CH2:19][CH2:18][N:17]([S:20]([CH2:23][CH2:24][CH2:25][O:26][CH3:27])(=[O:22])=[O:21])[CH2:16][CH2:15]2)[CH:43]=1)=[O:48], predict the reactants needed to synthesize it. The reactants are: Br[C:2]1[CH:3]=[C:4]2[C:8](=[C:9]([C:11]([NH2:13])=[O:12])[CH:10]=1)[NH:7][CH:6]=[C:5]2[CH:14]1[CH2:19][CH2:18][N:17]([S:20]([CH2:23][CH2:24][CH2:25][O:26][CH3:27])(=[O:22])=[O:21])[CH2:16][CH2:15]1.O1CCOCC1.CC1(C)C(C)(C)OB([C:42]2[CH:43]=[C:44]([CH:47]=[O:48])[S:45][CH:46]=2)O1.C(=O)([O-])[O-].[K+].[K+]. (3) Given the product [CH3:16][C:17]1[CH:21]=[C:20]([NH:22][CH:4]=[C:5]([C:6]([O:8][CH2:9][CH3:10])=[O:7])[C:11]([O:13][CH2:14][CH3:15])=[O:12])[N:19]([C:23]2[CH:28]=[CH:27][CH:26]=[CH:25][N:24]=2)[N:18]=1, predict the reactants needed to synthesize it. The reactants are: C(O[CH:4]=[C:5]([C:11]([O:13][CH2:14][CH3:15])=[O:12])[C:6]([O:8][CH2:9][CH3:10])=[O:7])C.[CH3:16][C:17]1[CH:21]=[C:20]([NH2:22])[N:19]([C:23]2[CH:28]=[CH:27][CH:26]=[CH:25][N:24]=2)[N:18]=1.